Dataset: Reaction yield outcomes from USPTO patents with 853,638 reactions. Task: Predict the reaction yield, written as a fraction of the theoretical maximum amount of product (1.0 means a 100% yield; for example, 0.34 means a 34% yield). (1) The catalyst is C(Cl)Cl. The product is [Br:20][C:6]1[C:5]2[C:9](=[CH:10][C:2]([F:1])=[CH:3][CH:4]=2)[N:8]([S:11]([C:14]2[CH:19]=[CH:18][CH:17]=[CH:16][CH:15]=2)(=[O:13])=[O:12])[CH:7]=1. The reactants are [F:1][C:2]1[CH:10]=[C:9]2[C:5]([CH:6]=[CH:7][N:8]2[S:11]([C:14]2[CH:19]=[CH:18][CH:17]=[CH:16][CH:15]=2)(=[O:13])=[O:12])=[CH:4][CH:3]=1.[Br:20]Br.[O-]S([O-])(=S)=O.[Na+].[Na+]. The yield is 0.990. (2) The reactants are [Cl-].[NH4+:2].C[Al](C)C.C.[CH2:8]([C:15]#[N:16])[C:9]1[CH:14]=[CH:13][CH:12]=[CH:11][CH:10]=1. The catalyst is C1(C)C=CC=CC=1.C(Cl)(Cl)Cl. The product is [C:9]1([CH2:8][C:15]([NH2:2])=[NH:16])[CH:14]=[CH:13][CH:12]=[CH:11][CH:10]=1. The yield is 0.720.